Dataset: Full USPTO retrosynthesis dataset with 1.9M reactions from patents (1976-2016). Task: Predict the reactants needed to synthesize the given product. (1) Given the product [Br:9][C:10]1[CH:15]=[CH:14][CH:13]=[CH:12][C:11]=1[O:8][CH:5]([CH2:6][CH3:7])[CH2:4][CH2:3][CH3:2], predict the reactants needed to synthesize it. The reactants are: Br[C:2]1[CH:7]=[CH:6][C:5]([OH:8])=[CH:4][CH:3]=1.[Br:9][CH2:10][CH2:11][CH2:12][CH2:13][CH2:14][CH3:15].C([O-])([O-])=O.[K+].[K+]. (2) Given the product [N:46]1([CH2:53][CH2:54][N:12]2[CH2:13][CH2:14][CH:15]([NH:18][C:19]([C:21]3[NH:22][C:23]4[C:28]([CH:29]=3)=[C:27]([O:30][CH2:31][C:32]3[C:36]5[CH:37]=[CH:38][C:39]([O:41][CH3:42])=[CH:40][C:35]=5[O:34][CH:33]=3)[CH:26]=[CH:25][CH:24]=4)=[O:20])[CH2:16][CH2:17]2)[CH2:52][CH2:51][CH2:50][CH2:49][CH2:48][CH2:47]1, predict the reactants needed to synthesize it. The reactants are: [C@H]1(C[N:12]2[CH2:17][CH2:16][CH:15]([NH:18][C:19]([C:21]3[NH:22][C:23]4[C:28]([CH:29]=3)=[C:27]([O:30][CH2:31][C:32]3[C:36]5[CH:37]=[CH:38][C:39]([O:41][CH3:42])=[CH:40][C:35]=5[O:34][CH:33]=3)[CH:26]=[CH:25][CH:24]=4)=[O:20])[CH2:14][CH2:13]2)[C@@H]2N(CCCC2)CCC1.Cl.Cl.Cl.[N:46]1([CH2:53][CH2:54]N2CCC(N)CC2)[CH2:52][CH2:51][CH2:50][CH2:49][CH2:48][CH2:47]1.